From a dataset of Reaction yield outcomes from USPTO patents with 853,638 reactions. Predict the reaction yield, written as a fraction of the theoretical maximum amount of product (1.0 means a 100% yield; for example, 0.34 means a 34% yield). (1) The reactants are P(Cl)(Cl)([Cl:3])=O.[CH2:6]([O:8][C:9]([C:11]1[C:16](O)=[C:15]([CH3:18])[C:14](=[O:19])[N:13]([CH3:20])[C:12]=1[CH3:21])=[O:10])[CH3:7]. No catalyst specified. The product is [CH2:6]([O:8][C:9]([C:11]1[C:16]([Cl:3])=[C:15]([CH3:18])[C:14](=[O:19])[N:13]([CH3:20])[C:12]=1[CH3:21])=[O:10])[CH3:7]. The yield is 0.890. (2) The yield is 0.830. The product is [CH3:10][NH:11][C:12]([C@@H:14]1[CH2:19][CH2:18][CH2:17][CH2:16][C@@H:15]1[NH:20][C:4]1[C:5]([Cl:8])=[CH:6][N:7]=[C:2]([Cl:1])[N:3]=1)=[O:13]. The reactants are [Cl:1][C:2]1[N:7]=[CH:6][C:5]([Cl:8])=[C:4](Cl)[N:3]=1.[CH3:10][NH:11][C:12]([C@@H:14]1[CH2:19][CH2:18][CH2:17][CH2:16][C@@H:15]1[NH2:20])=[O:13].C(N(CC)C(C)C)(C)C. The catalyst is C(O)(C)C.